Predict the product of the given reaction. From a dataset of Forward reaction prediction with 1.9M reactions from USPTO patents (1976-2016). (1) Given the reactants CC(C[AlH]CC(C)C)C.C1(C)C=CC=CC=1.C([O:19][C:20]([C@@H:22]1[CH2:27][C@H:26]2[C@H:24]([CH2:25]2)[N:23]1[C:28]([O:30][C:31]([CH3:34])([CH3:33])[CH3:32])=[O:29])=O)C.[OH-].[Na+], predict the reaction product. The product is: [C:31]([O:30][C:28]([N:23]1[C@H:22]([CH2:20][OH:19])[CH2:27][C@H:26]2[C@@H:24]1[CH2:25]2)=[O:29])([CH3:34])([CH3:33])[CH3:32]. (2) Given the reactants [CH2:1]([O:8][CH2:9][CH2:10][S:11]([OH:14])(=O)=[O:12])[C:2]1[CH:7]=[CH:6][CH:5]=[CH:4][CH:3]=1.S(Cl)([Cl:17])=O, predict the reaction product. The product is: [CH2:1]([O:8][CH2:9][CH2:10][S:11]([Cl:17])(=[O:14])=[O:12])[C:2]1[CH:7]=[CH:6][CH:5]=[CH:4][CH:3]=1. (3) Given the reactants [CH2:1]([O:3][C:4]1[C:13]2[C:8](=[CH:9][CH:10]=[C:11]([CH:14]=[C:15]3[S:19][C:18](SC)=[N:17][C:16]3=[O:22])[CH:12]=2)[N:7]=[CH:6][CH:5]=1)[CH3:2].[CH2:23]([O:25][C:26]1[CH:31]=[CH:30][CH:29]=[CH:28][C:27]=1[CH2:32][CH2:33][NH2:34])[CH3:24].CCN(C(C)C)C(C)C, predict the reaction product. The product is: [CH2:23]([O:25][C:26]1[CH:31]=[CH:30][CH:29]=[CH:28][C:27]=1[CH2:32][CH2:33][NH:34][C:18]1[S:19]/[C:15](=[CH:14]\[C:11]2[CH:12]=[C:13]3[C:8](=[CH:9][CH:10]=2)[N:7]=[CH:6][CH:5]=[C:4]3[O:3][CH2:1][CH3:2])/[C:16](=[O:22])[N:17]=1)[CH3:24]. (4) Given the reactants Br[C:2]1[C:7]([C:8]#[N:9])=[CH:6][N:5]=[CH:4][CH:3]=1.B([C:13]1[CH:21]=[CH:20][C:16]([C:17]([OH:19])=[O:18])=[CH:15][CH:14]=1)(O)O, predict the reaction product. The product is: [C:8]([C:7]1[CH:6]=[N:5][CH:4]=[CH:3][C:2]=1[C:13]1[CH:21]=[CH:20][C:16]([C:17]([OH:19])=[O:18])=[CH:15][CH:14]=1)#[N:9]. (5) Given the reactants [C:1]([O:5][C:6]([C:8]1[S:9][C:10]([CH2:13][Br:14])=[CH:11][CH:12]=1)=[O:7])([CH3:4])([CH3:3])[CH3:2].[C:15]1([P:21]([C:28]2[CH:33]=[CH:32][CH:31]=[CH:30][CH:29]=2)[C:22]2[CH:27]=[CH:26][CH:25]=[CH:24][CH:23]=2)[CH:20]=[CH:19][CH:18]=[CH:17][CH:16]=1, predict the reaction product. The product is: [Br-:14].[C:1]([O:5][C:6]([C:8]1[S:9][C:10]([CH2:13][P+:21]([C:22]2[CH:23]=[CH:24][CH:25]=[CH:26][CH:27]=2)([C:28]2[CH:33]=[CH:32][CH:31]=[CH:30][CH:29]=2)[C:15]2[CH:16]=[CH:17][CH:18]=[CH:19][CH:20]=2)=[CH:11][CH:12]=1)=[O:7])([CH3:4])([CH3:3])[CH3:2]. (6) Given the reactants [Cl:1][C:2]1[CH:3]=[C:4]([CH:26]=[CH:27][C:28]=1[O:29][CH3:30])[CH2:5][NH:6][C:7]1[C:12]([C:13]([NH:15][CH2:16][C:17]2N=CC=CN=2)=[O:14])=[CH:11][N:10]=[C:9](S(C)=O)[N:8]=1.C(N([CH2:36][CH3:37])CC)C.Cl.[O:39]=[C:40]1[CH2:46][CH:45]2[NH:47][CH:42]([CH2:43][CH2:44]2)[CH2:41]1.[CH2:48]1[CH2:52]OC[CH2:49]1, predict the reaction product. The product is: [CH2:16]([NH:15][C:13]([C:12]1[C:7]([NH:6][CH2:5][C:4]2[CH:26]=[CH:27][C:28]([O:29][CH3:30])=[C:2]([Cl:1])[CH:3]=2)=[N:8][C:9]([N:47]2[CH:45]3[CH2:44][CH2:43][CH:42]2[CH2:41][C:40](=[O:39])[CH2:46]3)=[N:10][CH:11]=1)=[O:14])[C:17]1[CH:37]=[CH:36][CH:52]=[CH:48][CH:49]=1. (7) Given the reactants O[C:2]1([CH:13]2[CH2:18][CH2:17][N:16]([C:19]([O:21][C:22]([CH3:25])([CH3:24])[CH3:23])=[O:20])[CH2:15][CH2:14]2)[O:6][N:5]=[C:4]([C:7]2[CH:12]=[CH:11][CH:10]=[CH:9][CH:8]=2)[CH2:3]1.C(=O)([O-])[O-].[Na+].[Na+], predict the reaction product. The product is: [C:7]1([C:4]2[CH:3]=[C:2]([CH:13]3[CH2:14][CH2:15][N:16]([C:19]([O:21][C:22]([CH3:25])([CH3:24])[CH3:23])=[O:20])[CH2:17][CH2:18]3)[O:6][N:5]=2)[CH:8]=[CH:9][CH:10]=[CH:11][CH:12]=1.